The task is: Predict which catalyst facilitates the given reaction.. This data is from Catalyst prediction with 721,799 reactions and 888 catalyst types from USPTO. (1) Reactant: [CH3:1][O:2][C:3]1[CH:40]=[CH:39][C:6]([CH2:7][N:8]2[C:12]3=[N:13][CH:14]=[CH:15][C:16]([O:17][C:18]4[CH:23]=[CH:22][C:21]([NH2:24])=[CH:20][C:19]=4[F:25])=[C:11]3[C:10]([CH:26]3[CH2:31][CH2:30][N:29]([C:32]([O:34][C:35]([CH3:38])([CH3:37])[CH3:36])=[O:33])[CH2:28][CH2:27]3)=[N:9]2)=[CH:5][CH:4]=1.[F:41][C:42]1[CH:47]=[CH:46][C:45]([N:48]2[C:53](=[O:54])[C:52]([C:55](O)=[O:56])=[CH:51][CH:50]=[N:49]2)=[CH:44][CH:43]=1.Cl.C(N=C=NCCCN(C)C)C.N1(O)C2C=CC=CC=2N=N1.C(N(C(C)C)C(C)C)C. Product: [F:25][C:19]1[CH:20]=[C:21]([NH:24][C:55]([C:52]2[C:53](=[O:54])[N:48]([C:45]3[CH:46]=[CH:47][C:42]([F:41])=[CH:43][CH:44]=3)[N:49]=[CH:50][CH:51]=2)=[O:56])[CH:22]=[CH:23][C:18]=1[O:17][C:16]1[CH:15]=[CH:14][N:13]=[C:12]2[N:8]([CH2:7][C:6]3[CH:5]=[CH:4][C:3]([O:2][CH3:1])=[CH:40][CH:39]=3)[N:9]=[C:10]([CH:26]3[CH2:27][CH2:28][N:29]([C:32]([O:34][C:35]([CH3:37])([CH3:36])[CH3:38])=[O:33])[CH2:30][CH2:31]3)[C:11]=12. The catalyst class is: 3. (2) Reactant: [NH2:1][CH:2]([CH:4]1[CH2:13][C@@H:12]([C:14]2[CH:19]=[CH:18][C:17]([Cl:20])=[C:16]([Cl:21])[CH:15]=2)[C:11]2[C:6](=[CH:7][CH:8]=[CH:9][CH:10]=2)[CH:5]1O)[CH3:3].C(O)(C(F)(F)F)=O. Product: [Cl:21][C:16]1[CH:15]=[C:14]([C@H:12]2[C:11]3[C:6](=[CH:7][CH:8]=[CH:9][CH:10]=3)[CH:5]=[C:4]([CH:2]([NH2:1])[CH3:3])[CH2:13]2)[CH:19]=[CH:18][C:17]=1[Cl:20]. The catalyst class is: 2. (3) Reactant: [CH3:1][C:2]1[N:7]=[CH:6][C:5]([CH:8]([N:31]2[CH2:36][CH2:35][O:34][CH2:33][CH2:32]2)[CH2:9][NH:10][C:11]([C:13]2[C:14]([Cl:30])=[C:15]3[C:19](=[C:20]([O:22][CH2:23][CH2:24][O:25]C(C)(C)C)[CH:21]=2)[NH:18][CH:17]=[CH:16]3)=[O:12])=[CH:4][N:3]=1.C(O)(C(F)(F)F)=O. Product: [CH3:1][C:2]1[N:3]=[CH:4][C:5]([CH:8]([N:31]2[CH2:36][CH2:35][O:34][CH2:33][CH2:32]2)[CH2:9][NH:10][C:11]([C:13]2[C:14]([Cl:30])=[C:15]3[C:19](=[C:20]([O:22][CH2:23][CH2:24][OH:25])[CH:21]=2)[NH:18][CH:17]=[CH:16]3)=[O:12])=[CH:6][N:7]=1. The catalyst class is: 2.